Dataset: Catalyst prediction with 721,799 reactions and 888 catalyst types from USPTO. Task: Predict which catalyst facilitates the given reaction. (1) Reactant: [CH2:1]([O:8][C:9]1[C:14]([C:15](OCC2C=CC=CC=2)=[O:16])=[C:13]([CH3:25])[N:12]=[C:11]([O:26][CH3:27])[CH:10]=1)[C:2]1[CH:7]=[CH:6][CH:5]=[CH:4][CH:3]=1.[H-].[H-].[H-].[H-].[Li+].[Al+3].C1COCC1. Product: [CH2:1]([O:8][C:9]1[CH:10]=[C:11]([O:26][CH3:27])[N:12]=[C:13]([CH3:25])[C:14]=1[CH2:15][OH:16])[C:2]1[CH:3]=[CH:4][CH:5]=[CH:6][CH:7]=1. The catalyst class is: 7. (2) Reactant: [N+:1]([C:4]1[CH:9]=[CH:8][C:7]([SH:10])=[CH:6][CH:5]=1)([O-:3])=[O:2].C(N(CC)CC)C.[CH3:18][CH2:19][O:20][C:21]([CH2:23]Br)=[O:22]. Product: [CH2:19]([O:20][C:21](=[O:22])[CH2:23][S:10][C:7]1[CH:8]=[CH:9][C:4]([N+:1]([O-:3])=[O:2])=[CH:5][CH:6]=1)[CH3:18]. The catalyst class is: 4.